Dataset: Full USPTO retrosynthesis dataset with 1.9M reactions from patents (1976-2016). Task: Predict the reactants needed to synthesize the given product. (1) Given the product [O:44]=[C:31]1[CH:32]=[C:33]([O:36][CH2:37][C:38]2[N:39]=[N:40][CH:41]=[CH:42][CH:43]=2)[CH:34]=[CH:35][N:30]1[CH2:29][CH2:28][C:25]1[CH:26]=[CH:27][C:22]([CH2:21][N:45]2[CH2:50][CH2:49][CH:48]([NH:51][C:52](=[O:54])[CH3:53])[CH2:47][CH2:46]2)=[CH:23][CH:24]=1, predict the reactants needed to synthesize it. The reactants are: C1CN(C(CNCC2C=CC3OCOC=3C=2)=O)CC1.Br[CH2:21][C:22]1[CH:27]=[CH:26][C:25]([CH2:28][CH2:29][N:30]2[CH:35]=[CH:34][C:33]([O:36][CH2:37][C:38]3[N:39]=[N:40][CH:41]=[CH:42][CH:43]=3)=[CH:32][C:31]2=[O:44])=[CH:24][CH:23]=1.[NH:45]1[CH2:50][CH2:49][CH:48]([NH:51][C:52](=[O:54])[CH3:53])[CH2:47][CH2:46]1. (2) Given the product [F:25][C:26]1[CH:43]=[C:42]([N+:44]([O-:46])=[O:45])[CH:41]=[CH:40][C:27]=1[O:28][C:21]1[CH:20]=[CH:19][N:18]=[C:17]2[CH:16]=[C:15]([C:13]([N:11]3[CH2:10][CH:9]([OH:8])[CH2:12]3)=[O:14])[S:23][C:22]=12, predict the reactants needed to synthesize it. The reactants are: [Si]([O:8][CH:9]1[CH2:12][N:11]([C:13]([C:15]2[S:23][C:22]3[C:17](=[N:18][CH:19]=[CH:20][C:21]=3Cl)[CH:16]=2)=[O:14])[CH2:10]1)(C(C)(C)C)(C)C.[F:25][C:26]1[CH:43]=[C:42]([N+:44]([O-:46])=[O:45])[CH:41]=[CH:40][C:27]=1[O:28]C1C=CN=C2C=C(SC)SC=12.